This data is from Peptide-MHC class I binding affinity with 185,985 pairs from IEDB/IMGT. The task is: Regression. Given a peptide amino acid sequence and an MHC pseudo amino acid sequence, predict their binding affinity value. This is MHC class I binding data. (1) The peptide sequence is WLYDLWGQL. The MHC is HLA-A02:12 with pseudo-sequence HLA-A02:12. The binding affinity (normalized) is 0.646. (2) The peptide sequence is ISEMLSKEY. The MHC is HLA-A01:01 with pseudo-sequence HLA-A01:01. The binding affinity (normalized) is 0.418.